Dataset: Peptide-MHC class II binding affinity with 134,281 pairs from IEDB. Task: Regression. Given a peptide amino acid sequence and an MHC pseudo amino acid sequence, predict their binding affinity value. This is MHC class II binding data. (1) The binding affinity (normalized) is 0.238. The MHC is HLA-DQA10201-DQB10301 with pseudo-sequence HLA-DQA10201-DQB10301. The peptide sequence is KLGEVSWEEEA. (2) The peptide sequence is EAAAIFMTATPPGTA. The MHC is DRB1_0901 with pseudo-sequence DRB1_0901. The binding affinity (normalized) is 0.551. (3) The peptide sequence is AHGIPKVPPGPNITA. The MHC is DRB1_0301 with pseudo-sequence DRB1_0301. The binding affinity (normalized) is 0. (4) The peptide sequence is YRKILRQRKIDRLID. The MHC is HLA-DQA10501-DQB10301 with pseudo-sequence HLA-DQA10501-DQB10301. The binding affinity (normalized) is 0.